From a dataset of Reaction yield outcomes from USPTO patents with 853,638 reactions. Predict the reaction yield, written as a fraction of the theoretical maximum amount of product (1.0 means a 100% yield; for example, 0.34 means a 34% yield). (1) The product is [Br:53][C:12]1[C:8]([C:5]2[CH:6]=[CH:7][C:2]([F:1])=[CH:3][CH:4]=2)=[N:9][N:10]([CH3:26])[C:11]=1[N:13]1[CH2:14][CH2:15][N:16]([C:19]([O:21][C:22]([CH3:23])([CH3:25])[CH3:24])=[O:20])[CH2:17][CH2:18]1. The catalyst is C(Cl)Cl. The yield is 0.672. The reactants are [F:1][C:2]1[CH:7]=[CH:6][C:5]([C:8]2[CH:12]=[C:11]([N:13]3[CH2:18][CH2:17][N:16]([C:19]([O:21][C:22]([CH3:25])([CH3:24])[CH3:23])=[O:20])[CH2:15][CH2:14]3)[N:10]([CH3:26])[N:9]=2)=[CH:4][CH:3]=1.FC1C=CC(C2C=C(N3CCNCC3)N(C)N=2)=CC=1.C1C(=O)N([Br:53])C(=O)C1. (2) The yield is 0.990. The reactants are [F:1][C:2]1[CH:7]=[CH:6][C:5]([C:8]2[S:12][C:11]3[CH:13]=[C:14]([O:17][CH3:18])[CH:15]=[CH:16][C:10]=3[C:9]=2[O:19][C:20]2[CH:25]=[CH:24][C:23](/[CH:26]=[CH:27]/[C:28]([O:30]C(C)(C)C)=[O:29])=[CH:22][CH:21]=2)=[C:4]([CH3:35])[CH:3]=1.O1CCOCC1. The product is [F:1][C:2]1[CH:7]=[CH:6][C:5]([C:8]2[S:12][C:11]3[CH:13]=[C:14]([O:17][CH3:18])[CH:15]=[CH:16][C:10]=3[C:9]=2[O:19][C:20]2[CH:25]=[CH:24][C:23](/[CH:26]=[CH:27]/[C:28]([OH:30])=[O:29])=[CH:22][CH:21]=2)=[C:4]([CH3:35])[CH:3]=1. The catalyst is Cl. (3) The reactants are Br[CH2:2][C:3]1[N:8]=[C:7]([CH2:9][N:10]2[C:14]3[N:15]=[C:16]([NH2:24])[N:17]=[C:18]([C:19]4[O:20][CH:21]=[CH:22][CH:23]=4)[C:13]=3[N:12]=[N:11]2)[CH:6]=[CH:5][CH:4]=1.[C-:25]#[N:26].[Na+].O. The catalyst is CN(C=O)C. The product is [C:25]([CH2:2][C:3]1[N:8]=[C:7]([CH2:9][N:10]2[C:14]3[N:15]=[C:16]([NH2:24])[N:17]=[C:18]([C:19]4[O:20][CH:21]=[CH:22][CH:23]=4)[C:13]=3[N:12]=[N:11]2)[CH:6]=[CH:5][CH:4]=1)#[N:26]. The yield is 0.260. (4) The reactants are [Br:1][C:2]1[C:7]([N:8]2C(=O)C3C(=CC=CC=3)C2=O)=[N:6][CH:5]=[C:4]2[NH:19][CH:20]=[CH:21][C:3]=12.[C:22]([CH:26]1[CH2:31][CH:30]([CH2:32][CH2:33]OS(C)(=O)=O)[CH2:29][CH2:28][N:27]1[C:39]([NH2:41])=[O:40])([CH3:25])([CH3:24])[CH3:23].C(=O)([O-])[O-].[Cs+].[Cs+].O.NN. The catalyst is CN(C=O)C.C(OCC)(=O)C. The product is [C:22]([CH:26]1[CH2:31][CH:30]([CH2:32][CH2:33][N:19]2[C:4]3=[CH:5][N:6]=[C:7]([NH2:8])[C:2]([Br:1])=[C:3]3[CH:21]=[CH:20]2)[CH2:29][CH2:28][N:27]1[C:39]([NH2:41])=[O:40])([CH3:23])([CH3:24])[CH3:25]. The yield is 0.730. (5) The catalyst is C(Cl)Cl. The reactants are [C:1]([NH:5][S:6]([C:9]1[CH:10]=[N:11][C:12]([N:15]2[C:19](=[O:20])[C:18]([CH2:21][C:22]3[CH:23]=[N:24][CH:25]=[CH:26][CH:27]=3)=[CH:17][NH:16]2)=[CH:13][CH:14]=1)(=[O:8])=[O:7])([CH3:4])([CH3:3])[CH3:2].[ClH:28]. The product is [ClH:28].[C:1]([NH:5][S:6]([C:9]1[CH:10]=[N:11][C:12]([N:15]2[C:19](=[O:20])[C:18]([CH2:21][C:22]3[CH:23]=[N:24][CH:25]=[CH:26][CH:27]=3)=[CH:17][NH:16]2)=[CH:13][CH:14]=1)(=[O:8])=[O:7])([CH3:4])([CH3:2])[CH3:3]. The yield is 1.00. (6) The reactants are [OH:1][C:2]1[CH:3]=[C:4]([C:18]([OH:20])=[O:19])[C:5]2[O:9][C:8]([C:10]3[CH:15]=[CH:14][C:13]([OH:16])=[CH:12][CH:11]=3)=[CH:7][C:6]=2[CH:17]=1.Cl.[CH3:22]O. No catalyst specified. The yield is 0.470. The product is [CH3:22][O:19][C:18]([C:4]1[C:5]2[O:9][C:8]([C:10]3[CH:15]=[CH:14][C:13]([OH:16])=[CH:12][CH:11]=3)=[CH:7][C:6]=2[CH:17]=[C:2]([OH:1])[CH:3]=1)=[O:20].